This data is from Catalyst prediction with 721,799 reactions and 888 catalyst types from USPTO. The task is: Predict which catalyst facilitates the given reaction. (1) Reactant: [CH:1]1([N:4]2[C:8]([C:9]3[CH:14]=[CH:13][CH:12]=[CH:11][CH:10]=3)=[CH:7][NH:6][C:5]2=[O:15])[CH2:3][CH2:2]1.Cl[CH2:17][C:18]([O:20][CH2:21][CH3:22])=[O:19].C(=O)([O-])[O-].[K+].[K+]. Product: [CH2:21]([O:20][C:18](=[O:19])[CH2:17][N:6]1[CH:7]=[C:8]([C:9]2[CH:10]=[CH:11][CH:12]=[CH:13][CH:14]=2)[N:4]([CH:1]2[CH2:3][CH2:2]2)[C:5]1=[O:15])[CH3:22]. The catalyst class is: 10. (2) Reactant: [NH2:1][C:2]1[N:7]=[C:6](Cl)[N:5]=[C:4]([N:9]2[CH2:14][CH2:13][CH2:12][CH2:11][CH2:10]2)[N:3]=1.[CH2:15]([Sn](CCCC)(CCCC)C=C)[CH2:16]CC. Product: [NH2:1][C:2]1[N:3]=[C:4]([N:9]2[CH2:14][CH2:13][CH2:12][CH2:11][CH2:10]2)[N:5]=[C:6]([CH:15]=[CH2:16])[N:7]=1. The catalyst class is: 109. (3) Reactant: [OH:1][N:2]=[CH:3][C:4]1[CH:13]=[CH:12][C:7]([C:8]([O:10][CH3:11])=[O:9])=[CH:6][CH:5]=1.ClN1C(=O)CCC1=O.[Cl:22][C:23]1[CH:24]=[C:25]([C:30]([C:32]([F:35])([F:34])[F:33])=[CH2:31])[CH:26]=[C:27]([Cl:29])[CH:28]=1.C(N(CC)CC)C. Product: [Cl:22][C:23]1[CH:24]=[C:25]([C:30]2([C:32]([F:35])([F:33])[F:34])[O:1][N:2]=[C:3]([C:4]3[CH:13]=[CH:12][C:7]([C:8]([O:10][CH3:11])=[O:9])=[CH:6][CH:5]=3)[CH2:31]2)[CH:26]=[C:27]([Cl:29])[CH:28]=1. The catalyst class is: 9. (4) Reactant: CN(C(ON1N=NC2C=CC=NC1=2)=[N+](C)C)C.F[P-](F)(F)(F)(F)F.[F:25][C:26]1[CH:31]=[CH:30][C:29]([NH:32][C:33]2[C:34]3[C:41]([CH3:42])=[C:40]([C:43]([O:45]C)=O)[S:39][C:35]=3[N:36]=[CH:37][N:38]=2)=[C:28]([O:47][CH:48]2[CH2:53][CH2:52][O:51][CH2:50][CH2:49]2)[CH:27]=1.CCN(C(C)C)C(C)C.[NH2:63][CH2:64][CH2:65][CH2:66][NH:67]C(=O)OC(C)(C)C.FC(F)(F)C(O)=O. Product: [NH2:63][CH2:64][CH2:65][CH2:66][NH:67][C:43]([C:40]1[S:39][C:35]2[N:36]=[CH:37][N:38]=[C:33]([NH:32][C:29]3[CH:30]=[CH:31][C:26]([F:25])=[CH:27][C:28]=3[O:47][CH:48]3[CH2:53][CH2:52][O:51][CH2:50][CH2:49]3)[C:34]=2[C:41]=1[CH3:42])=[O:45]. The catalyst class is: 85. (5) Reactant: [Cl:1][C:2]1[CH:7]=[CH:6][C:5](/[CH:8]=[C:9](/[S:11]([NH:14][C:15]2[CH:20]=[C:19]([F:21])[CH:18]=[CH:17][C:16]=2[S:22]([NH2:25])(=[O:24])=[O:23])(=[O:13])=[O:12])\[CH3:10])=[CH:4][CH:3]=1. Product: [Cl:1][C:2]1[CH:7]=[CH:6][C:5]([CH2:8][CH:9]([S:11]([NH:14][C:15]2[CH:20]=[C:19]([F:21])[CH:18]=[CH:17][C:16]=2[S:22]([NH2:25])(=[O:24])=[O:23])(=[O:12])=[O:13])[CH3:10])=[CH:4][CH:3]=1. The catalyst class is: 13. (6) Reactant: [CH2:1]([C:3]1([CH2:10][CH3:11])[CH2:8][CH:7]([OH:9])[CH2:6][CH2:5][O:4]1)[CH3:2].C[N+]1([O-])CCOCC1. Product: [CH2:10]([C:3]1([CH2:1][CH3:2])[CH2:8][C:7](=[O:9])[CH2:6][CH2:5][O:4]1)[CH3:11]. The catalyst class is: 862.